This data is from Forward reaction prediction with 1.9M reactions from USPTO patents (1976-2016). The task is: Predict the product of the given reaction. (1) Given the reactants [Br:1][C:2]1[CH:3]=[N:4][C:5]([OH:8])=[N:6][CH:7]=1.Cl[C:10]([F:15])([F:14])C([O-])=O.[Na+].C(=O)([O-])[O-].[K+].[K+], predict the reaction product. The product is: [Br:1][C:2]1[CH:3]=[N:4][C:5]([O:8][CH:10]([F:15])[F:14])=[N:6][CH:7]=1. (2) Given the reactants [Na+].[C:2]1([S:8]([O-:10])=[O:9])[CH:7]=[CH:6][CH:5]=[CH:4][CH:3]=1.[CH3:11][CH:12]1[CH2:17][CH2:16][C:15](=[O:18])[CH:14]=[CH:13]1.Cl, predict the reaction product. The product is: [CH3:11][CH:12]1[CH2:17][CH2:16][C:15](=[O:18])[CH2:14][CH:13]1[S:8]([C:2]1[CH:7]=[CH:6][CH:5]=[CH:4][CH:3]=1)(=[O:10])=[O:9]. (3) Given the reactants [CH2:1]([C:3]1[NH:23][C:6]2[N:7]=[C:8]([S:12][C:13]3[CH:22]=[N:21][C:20]4[C:15](=[N:16][CH:17]=[CH:18][N:19]=4)[CH:14]=3)[N:9]=[C:10]([OH:11])[C:5]=2[CH:4]=1)[CH3:2].[H-].[Na+].[C:26]1([CH3:36])[CH:31]=[CH:30][C:29]([S:32](Cl)(=[O:34])=[O:33])=[CH:28][CH:27]=1.O, predict the reaction product. The product is: [CH3:36][C:26]1[CH:31]=[CH:30][C:29]([S:32]([O:11][C:10]2[C:5]3[CH:4]=[C:3]([CH2:1][CH3:2])[NH:23][C:6]=3[N:7]=[C:8]([S:12][C:13]3[CH:22]=[N:21][C:20]4[C:15](=[N:16][CH:17]=[CH:18][N:19]=4)[CH:14]=3)[N:9]=2)(=[O:34])=[O:33])=[CH:28][CH:27]=1. (4) Given the reactants [Br:1][C:2]1[CH:3]=[C:4]([CH:13]([CH:15]2[CH2:20][CH2:19][CH2:18][CH2:17][CH2:16]2)O)[C:5]2[O:9][CH2:8][C:7]([CH3:11])([CH3:10])[C:6]=2[CH:12]=1.FC(F)(F)C(O)=O.C([SiH](CC)CC)C.C(OCC)(=O)C, predict the reaction product. The product is: [Br:1][C:2]1[CH:3]=[C:4]([CH2:13][CH:15]2[CH2:20][CH2:19][CH2:18][CH2:17][CH2:16]2)[C:5]2[O:9][CH2:8][C:7]([CH3:10])([CH3:11])[C:6]=2[CH:12]=1. (5) Given the reactants [Cl:1][C:2]1[C:10]([N:11]([CH3:20])[S:12]([C:15]2[S:16][CH:17]=[CH:18][CH:19]=2)(=[O:14])=[O:13])=[C:9]2[C:5]([CH:6]=[C:7]([C:21](=[S:23])[NH2:22])[NH:8]2)=[CH:4][CH:3]=1.Br[CH:25]([CH:28]=O)[CH:26]=[O:27].CN(C)C(=O)C, predict the reaction product. The product is: [Cl:1][C:2]1[C:10]([N:11]([CH3:20])[S:12]([C:15]2[S:16][CH:17]=[CH:18][CH:19]=2)(=[O:14])=[O:13])=[C:9]2[C:5]([CH:6]=[C:7]([C:21]3[S:23][C:25]([CH2:26][OH:27])=[CH:28][N:22]=3)[NH:8]2)=[CH:4][CH:3]=1. (6) Given the reactants Cl[C:2]1[C:3]([NH2:9])=[N:4][CH:5]=[N:6][C:7]=1Cl.[NH2:10][CH2:11][CH:12]1[CH2:17][CH2:16][N:15]([C:18]([O:20]C(C)(C)C)=O)[CH2:14][CH2:13]1.[O:25]([C:32]1[CH:37]=[CH:36][C:35](B(O)O)=[C:34]([C:41]([F:44])([F:43])[F:42])[CH:33]=1)[C:26]1[CH:31]=[CH:30][CH:29]=[CH:28][CH:27]=1.[C:45](Cl)(=O)[CH:46]=C, predict the reaction product. The product is: [NH2:9][C:3]1[N:4]=[CH:5][N:6]=[C:7]([NH:10][CH2:11][CH:12]2[CH2:13][CH2:14][N:15]([C:18](=[O:20])[CH:45]=[CH2:46])[CH2:16][CH2:17]2)[C:2]=1[C:35]1[CH:36]=[CH:37][C:32]([O:25][C:26]2[CH:31]=[CH:30][CH:29]=[CH:28][CH:27]=2)=[CH:33][C:34]=1[C:41]([F:44])([F:43])[F:42].